Dataset: Catalyst prediction with 721,799 reactions and 888 catalyst types from USPTO. Task: Predict which catalyst facilitates the given reaction. (1) Reactant: [C:1]([C:4]1([C:7]2[CH:12]=[CH:11][CH:10]=[CH:9][C:8]=2[C:13]#[C:14][C:15]2[C:20]([C:21]([F:24])([F:23])[F:22])=[CH:19][N:18]=[C:17]([NH:25][C:26]3[CH:27]=[N:28][N:29]([CH:31]4[CH2:36][CH2:35][N:34]([C:37]([O:39][C:40]([CH3:43])([CH3:42])[CH3:41])=[O:38])[CH2:33][CH2:32]4)[CH:30]=3)[N:16]=2)[CH2:6][CH2:5]1)(=[O:3])[NH2:2]. Product: [C:1]([C:4]1([C:7]2[CH:12]=[CH:11][CH:10]=[CH:9][C:8]=2[CH2:13][CH2:14][C:15]2[C:20]([C:21]([F:24])([F:22])[F:23])=[CH:19][N:18]=[C:17]([NH:25][C:26]3[CH:27]=[N:28][N:29]([CH:31]4[CH2:36][CH2:35][N:34]([C:37]([O:39][C:40]([CH3:41])([CH3:42])[CH3:43])=[O:38])[CH2:33][CH2:32]4)[CH:30]=3)[N:16]=2)[CH2:6][CH2:5]1)(=[O:3])[NH2:2]. The catalyst class is: 582. (2) Reactant: Cl[C:2]([O:4][CH:5]([Cl:7])[CH3:6])=[O:3].[OH:8][CH:9]([CH2:16][C:17]([O:19][CH2:20][CH3:21])=[O:18])[CH2:10][C:11]([O:13][CH2:14][CH3:15])=[O:12].N1C=CC=CC=1. Product: [Cl:7][CH:5]([O:4][C:2]([O:8][CH:9]([CH2:10][C:11]([O:13][CH2:14][CH3:15])=[O:12])[CH2:16][C:17]([O:19][CH2:20][CH3:21])=[O:18])=[O:3])[CH3:6]. The catalyst class is: 7. (3) Reactant: [Cl:1][C:2]1[C:3]([O:12][C:13]2[CH:18]=[C:17]([O:19][CH2:20][CH2:21][CH3:22])[CH:16]=[CH:15][C:14]=2[CH2:23][CH2:24][C:25](OCC)=[O:26])=[N:4][CH:5]=[C:6]([C:8]([F:11])([F:10])[F:9])[CH:7]=1.[H-].[Al+3].[Li+].[H-].[H-].[H-].O.O.O.O.O.O.O.O.O.O.S([O-])([O-])(=O)=O.[Na+].[Na+]. Product: [Cl:1][C:2]1[C:3]([O:12][C:13]2[CH:18]=[C:17]([O:19][CH2:20][CH2:21][CH3:22])[CH:16]=[CH:15][C:14]=2[CH2:23][CH2:24][CH2:25][OH:26])=[N:4][CH:5]=[C:6]([C:8]([F:11])([F:10])[F:9])[CH:7]=1. The catalyst class is: 7. (4) Reactant: [OH:1][C@H:2]([C:19]1[CH:24]=[CH:23][C:22]([OH:25])=[C:21]([CH2:26][OH:27])[CH:20]=1)[CH2:3][NH:4][C@H:5]([CH3:18])[CH2:6][C:7]1[CH:8]=[C:9]([CH2:13][CH2:14][C:15](O)=[O:16])[CH:10]=[CH:11][CH:12]=1.[F:28][C:29]1[CH:36]=[CH:35][CH:34]=[C:33]([Cl:37])[C:30]=1[CH2:31][NH2:32].C(N(CC)CC)C. Product: [NH3:4].[Cl:37][C:33]1[CH:34]=[CH:35][CH:36]=[C:29]([F:28])[C:30]=1[CH2:31][NH:32][C:15](=[O:16])[CH2:14][CH2:13][C:9]1[CH:10]=[CH:11][CH:12]=[C:7]([CH2:6][C@H:5]([NH:4][CH2:3][C@H:2]([OH:1])[C:19]2[CH:24]=[CH:23][C:22]([OH:25])=[C:21]([CH2:26][OH:27])[CH:20]=2)[CH3:18])[CH:8]=1. The catalyst class is: 9. (5) Reactant: [CH3:1][O:2][C:3](=[O:14])[CH2:4][C:5]1[CH:10]=[CH:9][C:8]([Cl:11])=[C:7]([O:12][CH3:13])[CH:6]=1.[Li][CH2:16]CCC.C(NC(C)C)(C)C.CI. Product: [Cl:11][C:8]1[CH:9]=[CH:10][C:5]([CH:4]([CH3:16])[C:3]([O:2][CH3:1])=[O:14])=[CH:6][C:7]=1[O:12][CH3:13]. The catalyst class is: 1. (6) Reactant: [Cl:1][C:2]1[CH:3]=[C:4]([NH:16][C:17]2[C:26]3[C:21](=[CH:22][C:23]([O:39][CH2:40][CH3:41])=[C:24]([NH:27][C:28](=[O:38])[CH2:29]P(OCC)(OCC)=O)[CH:25]=3)[N:20]=[CH:19][C:18]=2[C:42]#[N:43])[CH:5]=[CH:6][C:7]=1[O:8][CH2:9][C:10]1[CH:15]=[CH:14][CH:13]=[CH:12][N:11]=1.C[Si]([N-][Si](C)(C)C)(C)C.[Li+].C1(C)C=CC=CC=1.[CH3:61][N:62]1[CH2:66][CH2:65][CH2:64][C@H:63]1[CH:67]=O. Product: [Cl:1][C:2]1[CH:3]=[C:4]([NH:16][C:17]2[C:26]3[C:21](=[CH:22][C:23]([O:39][CH2:40][CH3:41])=[C:24]([NH:27][C:28](=[O:38])/[CH:29]=[CH:67]/[C@@H:63]4[CH2:64][CH2:65][CH2:66][N:62]4[CH3:61])[CH:25]=3)[N:20]=[CH:19][C:18]=2[C:42]#[N:43])[CH:5]=[CH:6][C:7]=1[O:8][CH2:9][C:10]1[CH:15]=[CH:14][CH:13]=[CH:12][N:11]=1. The catalyst class is: 193. (7) Reactant: [H-].[Al+3].[Li+].[H-].[H-].[H-].[S:7]1[C:12]2[CH:13]=[CH:14][CH:15]=[CH:16][C:11]=2[NH:10][C:9](=O)[CH2:8]1.O.[OH-].[Na+]. Product: [S:7]1[C:12]2[CH:13]=[CH:14][CH:15]=[CH:16][C:11]=2[NH:10][CH2:9][CH2:8]1. The catalyst class is: 7. (8) Reactant: [Br:1][C:2]1[CH:3]=[N:4][N:5]([C@@H:7]([CH3:21])[C@@H:8]([N:10]2[C:18](=O)[C:17]3[C:12](=[CH:13][CH:14]=[CH:15][CH:16]=3)[C:11]2=O)[CH3:9])[CH:6]=1.C=O.FC(F)(F)C(O)=O. Product: [CH2:18]([N:10]1[C@@H:8]([CH3:9])[C@H:7]([CH3:21])[N:5]2[N:4]=[CH:3][C:2]([Br:1])=[C:6]2[CH2:11]1)[C:17]1[CH:16]=[CH:15][CH:14]=[CH:13][CH:12]=1. The catalyst class is: 10. (9) Reactant: [F-].C([N+](CCCC)(CCCC)CCCC)CCC.C([Si](C)(C)[O:24][C:25]1[CH:30]=[CH:29][C:28]([C:31]([OH:36])([CH2:34][CH3:35])[CH2:32][CH3:33])=[CH:27][C:26]=1[O:37][CH3:38])(C)(C)C. Product: [CH2:32]([C:31]([C:28]1[CH:29]=[CH:30][C:25]([OH:24])=[C:26]([O:37][CH3:38])[CH:27]=1)([OH:36])[CH2:34][CH3:35])[CH3:33]. The catalyst class is: 54. (10) Product: [C:11]([NH:1][C:2]1[CH:10]=[CH:9][C:5]([C:6]([OH:8])=[O:7])=[CH:4][N:3]=1)(=[O:13])[CH3:12]. Reactant: [NH2:1][C:2]1[CH:10]=[CH:9][C:5]([C:6]([OH:8])=[O:7])=[CH:4][N:3]=1.[C:11](OC(=O)C)(=[O:13])[CH3:12].C(OCC)(=O)C.Cl. The catalyst class is: 17.